Task: Predict the reaction yield, written as a fraction of the theoretical maximum amount of product (1.0 means a 100% yield; for example, 0.34 means a 34% yield).. Dataset: Reaction yield outcomes from USPTO patents with 853,638 reactions The reactants are [ClH:1].[F:2][C:3]1([F:16])[CH2:7][CH2:6][C@@H:5]([NH:8]C(=O)OC(C)(C)C)[CH2:4]1. The catalyst is O1CCOCC1. The product is [ClH:1].[F:2][C:3]1([F:16])[CH2:7][CH2:6][C@@H:5]([NH2:8])[CH2:4]1. The yield is 0.820.